From a dataset of Reaction yield outcomes from USPTO patents with 853,638 reactions. Predict the reaction yield, written as a fraction of the theoretical maximum amount of product (1.0 means a 100% yield; for example, 0.34 means a 34% yield). (1) The reactants are [OH:1][CH2:2][C:3]1[C:8]([C:9]2[O:10][C:11]3[CH:17]=[CH:16][C:15]([CH2:18][C:19]([O:21]C)=[O:20])=[CH:14][C:12]=3[CH:13]=2)=[CH:7][CH:6]=[CH:5][N:4]=1.[Li+].[OH-].Cl. The catalyst is C1COCC1.O. The product is [OH:1][CH2:2][C:3]1[C:8]([C:9]2[O:10][C:11]3[CH:17]=[CH:16][C:15]([CH2:18][C:19]([OH:21])=[O:20])=[CH:14][C:12]=3[CH:13]=2)=[CH:7][CH:6]=[CH:5][N:4]=1. The yield is 0.810. (2) The reactants are [Br:1][C:2]1[CH:7]=[CH:6][C:5]([C@:8]2([C:23]([O:25]C)=[O:24])[CH2:10][C:9]2([C:17]2[CH:22]=[CH:21][CH:20]=[CH:19][CH:18]=2)[C:11]2[CH:16]=[CH:15][CH:14]=[CH:13][CH:12]=2)=[CH:4][CH:3]=1.CC([O-])(C)C.[K+]. The catalyst is CS(C)=O. The product is [Br:1][C:2]1[CH:3]=[CH:4][C:5]([C@:8]2([C:23]([OH:25])=[O:24])[CH2:10][C:9]2([C:11]2[CH:12]=[CH:13][CH:14]=[CH:15][CH:16]=2)[C:17]2[CH:22]=[CH:21][CH:20]=[CH:19][CH:18]=2)=[CH:6][CH:7]=1. The yield is 0.690. (3) No catalyst specified. The yield is 0.630. The product is [CH2:29]1[CH2:39][O:38][C:37]2[CH:36]=[CH:35][C:33]([NH:34][C:23]3[N:22]=[C:21]([NH2:20])[C:26]([F:27])=[CH:25][N:24]=3)=[CH:32][C:31]=2[O:30]1. The reactants are C(N1CCN(C2C=CC([NH:20][C:21]3[C:26]([F:27])=[CH:25][N:24]=[C:23](Cl)[N:22]=3)=CC=2)CC1)C1C=CC=CC=1.[CH2:29]1[CH2:39][O:38][C:37]2[CH:36]=[CH:35][C:33]([NH2:34])=[CH:32][C:31]=2[O:30]1. (4) The reactants are [CH2:1]([O:8][NH:9][C@H:10]1[CH2:15][NH:14][C@H:13]([C:16]([O:18][C:19]([CH3:22])([CH3:21])[CH3:20])=[O:17])[CH2:12][CH2:11]1)[C:2]1[CH:7]=[CH:6][CH:5]=[CH:4][CH:3]=1.C(N(CC)CC)C.[O:30]=[C:31](Cl)OC(Cl)(Cl)Cl. The catalyst is C(#N)C.CN(C)C1C=CN=CC=1. The product is [CH2:1]([O:8][N:9]1[C:31](=[O:30])[N:14]2[CH2:15][C@H:10]1[CH2:11][CH2:12][C@H:13]2[C:16]([O:18][C:19]([CH3:22])([CH3:21])[CH3:20])=[O:17])[C:2]1[CH:3]=[CH:4][CH:5]=[CH:6][CH:7]=1. The yield is 0.690. (5) The reactants are Cl.[F:2][C:3]1[CH:8]=[CH:7][C:6]([C:9]2([NH2:12])[CH2:11][CH2:10]2)=[CH:5][CH:4]=1.CN(C(ON1N=NC2C=CC=NC1=2)=[N+](C)C)C.F[P-](F)(F)(F)(F)F.CCN(C(C)C)C(C)C.[F:46][C:47]1[CH:52]=[CH:51][C:50]([C:53]2[O:54][C:55]3[CH:65]=[C:64]([N:66]([CH2:71][CH2:72][OH:73])[S:67]([CH3:70])(=[O:69])=[O:68])[C:63]([C:74]4[CH:75]=[C:76]([CH:80]=[CH:81][CH:82]=4)[C:77](O)=[O:78])=[CH:62][C:56]=3[C:57]=2[C:58](=[O:61])[NH:59][CH3:60])=[CH:49][CH:48]=1. The yield is 0.470. The catalyst is CN(C=O)C.CCOC(C)=O. The product is [F:46][C:47]1[CH:52]=[CH:51][C:50]([C:53]2[O:54][C:55]3[CH:65]=[C:64]([N:66]([CH2:71][CH2:72][OH:73])[S:67]([CH3:70])(=[O:69])=[O:68])[C:63]([C:74]4[CH:82]=[CH:81][CH:80]=[C:76]([C:77](=[O:78])[NH:12][C:9]5([C:6]6[CH:5]=[CH:4][C:3]([F:2])=[CH:8][CH:7]=6)[CH2:10][CH2:11]5)[CH:75]=4)=[CH:62][C:56]=3[C:57]=2[C:58]([NH:59][CH3:60])=[O:61])=[CH:49][CH:48]=1. (6) The reactants are [CH3:1][O:2][C:3]1[C:8]([CH3:9])=[CH:7][C:6]([N+:10]([O-:12])=[O:11])=[CH:5][N:4]=1.Cl[CH2:14][C:15]([O:17][C:18]([CH3:21])([CH3:20])[CH3:19])=[O:16].CC(C)([O-])C.[K+]. The catalyst is C1COCC1. The product is [CH3:1][O:2][C:3]1[N:4]=[C:5]([CH2:14][C:15]([O:17][C:18]([CH3:21])([CH3:20])[CH3:19])=[O:16])[C:6]([N+:10]([O-:12])=[O:11])=[CH:7][C:8]=1[CH3:9]. The yield is 0.720.